This data is from Full USPTO retrosynthesis dataset with 1.9M reactions from patents (1976-2016). The task is: Predict the reactants needed to synthesize the given product. (1) Given the product [CH2:1]([O:8][C:9]1[CH:18]=[CH:17][CH:16]=[C:15]2[C:10]=1[CH2:11][CH2:12][CH2:13][CH:14]2[C:19]([N:31]([C:28]1[CH:29]=[CH:30][C:25]([CH:22]([CH3:24])[CH3:23])=[CH:26][CH:27]=1)[CH2:32][C:33]1[CH:34]=[N:35][C:36]([O:39][CH3:40])=[CH:37][CH:38]=1)=[O:21])[C:2]1[CH:7]=[CH:6][CH:5]=[CH:4][CH:3]=1, predict the reactants needed to synthesize it. The reactants are: [CH2:1]([O:8][C:9]1[CH:18]=[CH:17][CH:16]=[C:15]2[C:10]=1[CH2:11][CH2:12][CH2:13][CH:14]2[C:19]([OH:21])=O)[C:2]1[CH:7]=[CH:6][CH:5]=[CH:4][CH:3]=1.[CH:22]([C:25]1[CH:30]=[CH:29][C:28]([NH:31][CH2:32][C:33]2[CH:34]=[N:35][C:36]([O:39][CH3:40])=[CH:37][CH:38]=2)=[CH:27][CH:26]=1)([CH3:24])[CH3:23]. (2) Given the product [Cl:15][C:16]1[CH:22]=[C:21]([S:23]([C:26]([F:27])([F:28])[F:29])(=[O:25])=[O:24])[CH:20]=[CH:19][C:17]=1[NH:18][C:4](=[O:6])[C:3]1[C:7]([CH:12]([CH3:14])[CH3:13])=[CH:8][CH:9]=[C:10]([CH3:11])[C:2]=1[OH:1], predict the reactants needed to synthesize it. The reactants are: [OH:1][C:2]1[C:10]([CH3:11])=[CH:9][CH:8]=[C:7]([CH:12]([CH3:14])[CH3:13])[C:3]=1[C:4]([OH:6])=O.[Cl:15][C:16]1[CH:22]=[C:21]([S:23]([C:26]([F:29])([F:28])[F:27])(=[O:25])=[O:24])[CH:20]=[CH:19][C:17]=1[NH2:18].